From a dataset of Forward reaction prediction with 1.9M reactions from USPTO patents (1976-2016). Predict the product of the given reaction. (1) Given the reactants [C:1]([O:5][C:6]([N:8]1[C:12](=[O:13])[CH2:11][CH2:10][C@@H:9]1[C:14]([OH:16])=O)=[O:7])([CH3:4])([CH3:3])[CH3:2].ClC(OCC(C)C)=O.C(N(CC)CC)C.[NH:32]([C:34]([O:36][CH2:37][C:38]1[CH:43]=[CH:42][CH:41]=[CH:40][CH:39]=1)=[O:35])[NH2:33], predict the reaction product. The product is: [CH2:37]([O:36][C:34]([NH:32][NH:33][C:14]([C@H:9]1[CH2:10][CH2:11][C:12](=[O:13])[N:8]1[C:6]([O:5][C:1]([CH3:2])([CH3:3])[CH3:4])=[O:7])=[O:16])=[O:35])[C:38]1[CH:43]=[CH:42][CH:41]=[CH:40][CH:39]=1. (2) The product is: [NH:2]=[C:1]([S:3][CH3:16])[C:4]1[CH:5]=[C:6]([CH:11]=[CH:12][C:13]=1[CH3:14])[C:7]([O:9][CH3:10])=[O:8]. Given the reactants [C:1]([C:4]1[CH:5]=[C:6]([CH:11]=[CH:12][C:13]=1[CH3:14])[C:7]([O:9][CH3:10])=[O:8])(=[S:3])[NH2:2].I[CH3:16], predict the reaction product. (3) Given the reactants [F:1][C:2]1[CH:23]=[C:22]([N+:24]([O-])=O)[CH:21]=[CH:20][C:3]=1[O:4][C:5]1[CH:10]=[CH:9][N:8]=[C:7]2[CH:11]=[C:12]([C:14]([NH:16][N:17](C)[CH3:18])=[O:15])[S:13][C:6]=12.[NH4+].[Cl-].O.[CH3:30]CO, predict the reaction product. The product is: [NH2:24][C:22]1[CH:21]=[CH:20][C:3]([O:4][C:5]2[CH:10]=[CH:9][N:8]=[C:7]3[CH:11]=[C:12]([C:14]([N:16]([CH3:30])[NH:17][CH3:18])=[O:15])[S:13][C:6]=23)=[C:2]([F:1])[CH:23]=1. (4) Given the reactants [CH3:1][C:2]([CH3:59])([CH3:58])[C@H:3]([N:44]1[CH2:48][CH2:47][N:46]([CH2:49][C:50]2[CH:55]=[CH:54][CH:53]=[C:52]([CH3:56])[N:51]=2)[C:45]1=[O:57])[C:4]([NH:6][C@@H:7]([CH2:37][C:38]1[CH:43]=[CH:42][CH:41]=[CH:40][CH:39]=1)[CH2:8][C@H:9]([OH:36])[C@@H:10]([NH:25]C(=O)OCC1C=CC=CC=1)[CH2:11][C:12]1[CH:17]=[CH:16][C:15]([C:18]2[CH:19]=[N:20][C:21]([CH3:24])=[CH:22][CH:23]=2)=[CH:14][CH:13]=1)=[O:5].Cl, predict the reaction product. The product is: [NH2:25][C@@H:10]([CH2:11][C:12]1[CH:17]=[CH:16][C:15]([C:18]2[CH:19]=[N:20][C:21]([CH3:24])=[CH:22][CH:23]=2)=[CH:14][CH:13]=1)[C@@H:9]([OH:36])[CH2:8][C@@H:7]([NH:6][C:4](=[O:5])[C@@H:3]([N:44]1[CH2:48][CH2:47][N:46]([CH2:49][C:50]2[CH:55]=[CH:54][CH:53]=[C:52]([CH3:56])[N:51]=2)[C:45]1=[O:57])[C:2]([CH3:1])([CH3:58])[CH3:59])[CH2:37][C:38]1[CH:39]=[CH:40][CH:41]=[CH:42][CH:43]=1. (5) Given the reactants [CH2:1]([C:5]1[C:6]([CH2:11][OH:12])=[N:7][CH:8]=[CH:9][CH:10]=1)[CH:2]([CH3:4])[CH3:3], predict the reaction product. The product is: [CH2:1]([C:5]1[C:6]([CH:11]=[O:12])=[N:7][CH:8]=[CH:9][CH:10]=1)[CH:2]([CH3:4])[CH3:3]. (6) The product is: [Cl:1][C:2]1[CH:3]=[CH:4][C:5]2[C:11](=[O:12])[C:10](=[CH:28][N:29]([CH3:32])[CH3:30])[CH2:9][N:8]=[C:7]([C:13]3[C:18]([F:19])=[CH:17][CH:16]=[CH:15][C:14]=3[F:20])[C:6]=2[CH:21]=1. Given the reactants [Cl:1][C:2]1[CH:3]=[CH:4][C:5]2[C:11](=[O:12])[CH2:10][CH2:9][N:8]=[C:7]([C:13]3[C:18]([F:19])=[CH:17][CH:16]=[CH:15][C:14]=3[F:20])[C:6]=2[CH:21]=1.CC(C)C(O)=O.[CH3:28][N:29]([CH3:32])[CH:30]=O, predict the reaction product. (7) Given the reactants [F:1][C:2]1[CH:7]=[CH:6][C:5]([N:8]2[C:12](/[CH:13]=[CH:14]/[C:15]3[S:16][C:17]([C:21](O)=[O:22])=[C:18]([CH3:20])[N:19]=3)=[C:11]([CH3:24])[N:10]=[N:9]2)=[CH:4][CH:3]=1.CN(C(ON1N=NC2C=CC=CC1=2)=[N+](C)C)C.[B-](F)(F)(F)F.CCN(C(C)C)C(C)C.[NH2:56][CH:57]1[CH2:62][CH2:61][O:60][CH2:59][CH2:58]1, predict the reaction product. The product is: [O:60]1[CH2:61][CH2:62][CH:57]([NH:56][C:21]([C:17]2[S:16][C:15](/[CH:14]=[CH:13]/[C:12]3[N:8]([C:5]4[CH:6]=[CH:7][C:2]([F:1])=[CH:3][CH:4]=4)[N:9]=[N:10][C:11]=3[CH3:24])=[N:19][C:18]=2[CH3:20])=[O:22])[CH2:58][CH2:59]1. (8) Given the reactants Cl[C:2]1[N:10]=[C:9]2[C:5]([N:6]=[C:7]([CH2:12][N:13]3[CH2:18][CH2:17][CH:16]([N:19]([CH3:21])[CH3:20])[CH:15]([F:22])[CH2:14]3)[N:8]2[CH3:11])=[C:4]([N:23]2[CH2:28][CH2:27][O:26][CH2:25][CH2:24]2)[N:3]=1.[CH2:29]([C:31]1[NH:32][C:33]2[CH:39]=[CH:38][CH:37]=[CH:36][C:34]=2[N:35]=1)[CH3:30], predict the reaction product. The product is: [CH2:29]([C:31]1[N:32]([C:2]2[N:10]=[C:9]3[C:5]([N:6]=[C:7]([CH2:12][N:13]4[CH2:18][CH2:17][C@H:16]([N:19]([CH3:20])[CH3:21])[C@H:15]([F:22])[CH2:14]4)[N:8]3[CH3:11])=[C:4]([N:23]3[CH2:28][CH2:27][O:26][CH2:25][CH2:24]3)[N:3]=2)[C:33]2[CH:39]=[CH:38][CH:37]=[CH:36][C:34]=2[N:35]=1)[CH3:30].